From a dataset of Forward reaction prediction with 1.9M reactions from USPTO patents (1976-2016). Predict the product of the given reaction. Given the reactants [CH:1]([C:3]1[CH:4]=[C:5]2[C:10](=[CH:11][CH:12]=1)[CH:9]=[C:8]([S:13]([CH2:16][CH2:17][C:18]([O:20][C:21]([CH3:24])([CH3:23])[CH3:22])=[O:19])(=[O:15])=[O:14])[CH:7]=[CH:6]2)=C.I([O-])(=O)(=O)=[O:26].[Na+], predict the reaction product. The product is: [CH:1]([C:3]1[CH:4]=[C:5]2[C:10](=[CH:11][CH:12]=1)[CH:9]=[C:8]([S:13]([CH2:16][CH2:17][C:18]([O:20][C:21]([CH3:23])([CH3:24])[CH3:22])=[O:19])(=[O:14])=[O:15])[CH:7]=[CH:6]2)=[O:26].